Dataset: Catalyst prediction with 721,799 reactions and 888 catalyst types from USPTO. Task: Predict which catalyst facilitates the given reaction. (1) Product: [CH3:35][O:34][C:31]1[CH:32]=[C:33]2[C:28](=[CH:29][C:30]=1[O:36][CH3:37])[N:27]=[CH:26][CH:25]=[C:24]2[O:23][C:20]1[CH:21]=[CH:22][C:17]([N:14]2[CH:15]=[CH:16][C:11]([CH:3]([OH:10])[C:4]3[CH:9]=[CH:8][CH:7]=[CH:6][CH:5]=3)=[CH:12][C:13]2=[O:39])=[CH:18][C:19]=1[F:38]. The catalyst class is: 125. Reactant: [BH4-].[Na+].[C:3]([C:11]1[CH:16]=[CH:15][N:14]([C:17]2[CH:22]=[CH:21][C:20]([O:23][C:24]3[C:33]4[C:28](=[CH:29][C:30]([O:36][CH3:37])=[C:31]([O:34][CH3:35])[CH:32]=4)[N:27]=[CH:26][CH:25]=3)=[C:19]([F:38])[CH:18]=2)[C:13](=[O:39])[CH:12]=1)(=[O:10])[C:4]1[CH:9]=[CH:8][CH:7]=[CH:6][CH:5]=1. (2) Reactant: [C:1]([O:5][C:6](=[O:26])[NH:7][C@H:8]1[CH2:13][CH2:12][CH2:11][CH2:10][C@H:9]1[NH:14][C:15]1[N:16]=[CH:17][C:18]2[CH:24]=[N:23][CH:22]=[C:21](I)[C:19]=2[N:20]=1)([CH3:4])([CH3:3])[CH3:2].C([N:34]1[C:42]2[C:37](=[CH:38][CH:39]=[CH:40][C:41]=2[F:43])[CH:36]=[C:35]1B(O)O)(OC(C)(C)C)=O.C1(P(C2CCCCC2)C2C=CC=CC=2C2C(OC)=CC=CC=2OC)CCCCC1.C(=O)([O-])[O-].[K+].[K+].COCCOC.O. Product: [F:43][C:41]1[CH:40]=[CH:39][CH:38]=[C:37]2[C:42]=1[NH:34][C:35]([C:21]1[C:19]3[N:20]=[C:15]([NH:14][C@@H:9]4[CH2:10][CH2:11][CH2:12][CH2:13][C@@H:8]4[NH:7][C:6](=[O:26])[O:5][C:1]([CH3:4])([CH3:3])[CH3:2])[N:16]=[CH:17][C:18]=3[CH:24]=[N:23][CH:22]=1)=[CH:36]2. The catalyst class is: 274. (3) Reactant: [N:1]1([CH2:7][CH2:8][C:9]([NH:11][C:12]2[CH:17]=[CH:16][C:15]([C:18]3[N:19]=[C:20]4[C:25]([CH3:26])=[CH:24][CH:23]=[CH:22][N:21]4[CH:27]=3)=[CH:14][CH:13]=2)=O)[CH2:6][CH2:5][CH2:4]C[CH2:2]1. Product: [N:1]1([CH2:7][CH2:8][CH2:9][NH:11][C:12]2[CH:13]=[CH:14][C:15]([C:18]3[N:19]=[C:20]4[C:25]([CH3:26])=[CH:24][CH:23]=[CH:22][N:21]4[CH:27]=3)=[CH:16][CH:17]=2)[CH2:6][CH2:5][CH2:4][CH2:2]1. The catalyst class is: 11. (4) Reactant: [CH2:1]([O:8][CH2:9][CH2:10][OH:11])[C:2]1[CH:7]=[CH:6][CH:5]=[CH:4][CH:3]=1.Br[CH2:13][C:14]([O:16][C:17]([CH3:20])([CH3:19])[CH3:18])=[O:15].C(=O)([O-])[O-].[K+].[K+]. Product: [CH2:1]([O:8][CH2:9][CH2:10][O:11][CH2:13][C:14]([O:16][C:17]([CH3:20])([CH3:19])[CH3:18])=[O:15])[C:2]1[CH:7]=[CH:6][CH:5]=[CH:4][CH:3]=1. The catalyst class is: 47. (5) Reactant: [NH2:1][C:2]1[CH:7]=[C:6]([C:8]2[CH:13]=[CH:12][CH:11]=[CH:10][CH:9]=2)[CH:5]=[CH:4][C:3]=1[OH:14].Cl[C:16]1[C:24]([N+:25]([O-:27])=[O:26])=[CH:23][C:22]([N+:28]([O-:30])=[O:29])=[CH:21][C:17]=1[C:18]([OH:20])=[O:19].CC([O-])=O.[Na+].[OH-].[Na+]. Product: [OH:14][C:3]1[CH:4]=[CH:5][C:6]([C:8]2[CH:13]=[CH:12][CH:11]=[CH:10][CH:9]=2)=[CH:7][C:2]=1[NH:1][C:21]1[C:22]([N+:28]([O-:30])=[O:29])=[CH:23][C:24]([N+:25]([O-:27])=[O:26])=[CH:16][C:17]=1[C:18]([OH:20])=[O:19]. The catalyst class is: 6. (6) Reactant: O.[ClH:2].C([S:7][CH2:8][C@@:9]([CH3:14])([C:11]([OH:13])=[O:12])[NH2:10])(C)(C)C. Product: [ClH:2].[CH3:14][C@@:9]([C:11]([OH:13])=[O:12])([CH2:8][SH:7])[NH2:10]. The catalyst class is: 32. (7) Reactant: [C:1]([O:4][C@@H:5]1[C@@H:10]([CH3:11])[CH2:9][C@@H:8]([C:12]2[CH:17]=[CH:16][N:15]=[CH:14][C:13]=2[NH2:18])[CH2:7][C@H:6]1[NH:19][C:20]([O:22][C:23]([CH3:26])([CH3:25])[CH3:24])=[O:21])(=[O:3])[CH3:2].[C:27](N1C=CN=C1)(N1C=CN=C1)=[S:28]. Product: [C:1]([O:4][C@@H:5]1[C@@H:10]([CH3:11])[CH2:9][C@@H:8]([C:12]2[CH:17]=[CH:16][N:15]=[CH:14][C:13]=2[N:18]=[C:27]=[S:28])[CH2:7][C@H:6]1[NH:19][C:20]([O:22][C:23]([CH3:25])([CH3:24])[CH3:26])=[O:21])(=[O:3])[CH3:2]. The catalyst class is: 7. (8) Reactant: [F:1][C:2]1[C:15]2[C:14](=[O:16])[C:13]3[C:8](=[CH:9][CH:10]=[CH:11][CH:12]=3)[S:7][C:6]=2[C:5]([OH:17])=[CH:4][CH:3]=1.C(=O)([O-])[O-].[K+].[K+].Cl[CH2:25][CH:26]([OH:29])[CH2:27][OH:28]. Product: [OH:29][CH:26]([CH2:27][OH:28])[CH2:25][O:17][C:5]1[C:6]2[S:7][C:8]3[C:13](=[CH:12][CH:11]=[CH:10][CH:9]=3)[C:14](=[O:16])[C:15]=2[C:2]([F:1])=[CH:3][CH:4]=1. The catalyst class is: 10. (9) Reactant: [CH3:1][C:2]1[N:7]=[C:6]([C:8]2[N:13]=[CH:12][C:11]3[CH:14]=[N:15][NH:16][C:10]=3[CH:9]=2)[CH:5]=[N:4][CH:3]=1.Br[C:18]1[CH:19]=[C:20]([N:26]2[CH2:31][CH2:30][CH2:29][C@H:28]([NH:32][C:33](=[O:39])[O:34][C:35]([CH3:38])([CH3:37])[CH3:36])[CH2:27]2)[C:21](=[O:25])[N:22]([CH3:24])[CH:23]=1.CNCCNC.C(=O)([O-])[O-].[K+].[K+]. Product: [CH3:24][N:22]1[CH:23]=[C:18]([N:16]2[C:10]3[CH:9]=[C:8]([C:6]4[CH:5]=[N:4][CH:3]=[C:2]([CH3:1])[N:7]=4)[N:13]=[CH:12][C:11]=3[CH:14]=[N:15]2)[CH:19]=[C:20]([N:26]2[CH2:31][CH2:30][CH2:29][C@H:28]([NH:32][C:33](=[O:39])[O:34][C:35]([CH3:36])([CH3:38])[CH3:37])[CH2:27]2)[C:21]1=[O:25]. The catalyst class is: 830. (10) Reactant: [CH3:1][O:2][C:3](=[O:12])[CH2:4][C:5]1[CH:6]=[C:7]([CH3:11])[CH:8]=[CH:9][CH:10]=1.[Br:13]N1C(=O)CCC1=O.CC(N=NC(C#N)(C)C)(C#N)C.C([O-])(O)=O.[Na+]. Product: [CH3:1][O:2][C:3](=[O:12])[CH2:4][C:5]1[CH:10]=[CH:9][CH:8]=[C:7]([CH2:11][Br:13])[CH:6]=1. The catalyst class is: 53.